This data is from Forward reaction prediction with 1.9M reactions from USPTO patents (1976-2016). The task is: Predict the product of the given reaction. (1) Given the reactants [OH:1][CH:2]([CH:6]([NH:14][C:15](=[O:33])[C:16]1[CH:21]=[CH:20][CH:19]=[N:18][C:17]=1[N:22]1[CH:26]=[CH:25][C:24]([C:27]2[CH:32]=[CH:31][CH:30]=[CH:29][CH:28]=2)=[N:23]1)[CH2:7][C:8]1[CH:13]=[CH:12][CH:11]=[CH:10][CH:9]=1)[C:3]([OH:5])=O.Cl.[CH2:35]([O:38][NH2:39])[CH:36]=[CH2:37], predict the reaction product. The product is: [CH2:35]([O:38][NH:39][C:3](=[O:5])[CH:2]([OH:1])[CH:6]([NH:14][C:15](=[O:33])[C:16]1[CH:21]=[CH:20][CH:19]=[N:18][C:17]=1[N:22]1[CH:26]=[CH:25][C:24]([C:27]2[CH:28]=[CH:29][CH:30]=[CH:31][CH:32]=2)=[N:23]1)[CH2:7][C:8]1[CH:9]=[CH:10][CH:11]=[CH:12][CH:13]=1)[CH:36]=[CH2:37]. (2) Given the reactants [NH2:1][CH:2]1[C:11]2[N:10]=[CH:9][CH:8]=[C:7]([O:12][CH3:13])[C:6]=2[CH2:5][CH2:4][CH2:3]1.[O:14]=[C:15]1[C:23]2[C:18](=[CH:19][CH:20]=[CH:21][CH:22]=2)[C:17](=[O:24])[N:16]1[CH2:25][CH2:26][CH2:27][CH:28]=O.[BH-](OC(C)=O)(OC(C)=O)OC(C)=O.[Na+], predict the reaction product. The product is: [CH3:13][O:12][C:7]1[C:6]2[CH2:5][CH2:4][CH2:3][CH:2]([NH:1][CH2:28][CH2:27][CH2:26][CH2:25][N:16]3[C:17](=[O:24])[C:18]4[C:23](=[CH:22][CH:21]=[CH:20][CH:19]=4)[C:15]3=[O:14])[C:11]=2[N:10]=[CH:9][CH:8]=1. (3) Given the reactants Br[C:2]1[CH:3]=[C:4]([C:8]2[CH:13]=[CH:12][CH:11]=[CH:10][C:9]=2[O:14][CH3:15])[CH:5]=[CH:6][CH:7]=1.C([Li])CCC.[CH2:21]([O:28][C:29]1[C:34]([C:35](=[O:37])[CH3:36])=[CH:33][CH:32]=[CH:31][C:30]=1[C:38]1[CH:43]=[CH:42][CH:41]=[CH:40][CH:39]=1)[C:22]1[CH:27]=[CH:26][CH:25]=[CH:24][CH:23]=1.[Cl-].[NH4+], predict the reaction product. The product is: [CH2:21]([O:28][C:29]1[C:34]([C:35]([C:2]2[CH:3]=[C:4]([C:8]3[CH:13]=[CH:12][CH:11]=[CH:10][C:9]=3[O:14][CH3:15])[CH:5]=[CH:6][CH:7]=2)([OH:37])[CH3:36])=[CH:33][CH:32]=[CH:31][C:30]=1[C:38]1[CH:43]=[CH:42][CH:41]=[CH:40][CH:39]=1)[C:22]1[CH:23]=[CH:24][CH:25]=[CH:26][CH:27]=1. (4) Given the reactants [H-].[Na+].[Br:3][C:4]1[CH:21]=[CH:20][C:7]([O:8][CH:9]2[CH2:12][N:11]([C:13]([O:15][C:16]([CH3:19])([CH3:18])[CH3:17])=[O:14])[CH2:10]2)=[C:6]([C:22]#[N:23])[CH:5]=1.OC1CN(C(OC(C)(C)C)=O)C1.BrC1C=CC(F)=C(C=1)C#N, predict the reaction product. The product is: [Br:3][C:4]1[CH:21]=[CH:20][C:7]([O:8][CH:9]2[CH2:10][N:11]([C:13]([O:15][C:16]([CH3:18])([CH3:19])[CH3:17])=[O:14])[CH2:12]2)=[C:6]([C:22]#[N:23])[CH:5]=1. (5) Given the reactants B1(B2OC(C)(C)C(C)(C)O2)OC(C)(C)C(C)(C)O1.Br[C:20]1[CH:21]=[CH:22][C:23]([O:37][CH3:38])=[C:24]([S:26]([NH:29][C@H:30]2[CH2:35][CH2:34][C@H:33]([OH:36])[CH2:32][CH2:31]2)(=[O:28])=[O:27])[CH:25]=1.Br[C:40]1[C:45]([C:46]([F:49])([F:48])[F:47])=[CH:44][C:43]([NH:50][C:51]2[N:55]=[C:54]([NH2:56])[NH:53][N:52]=2)=[CH:42][C:41]=1[Cl:57].CN1C(C)(C)CC(SC2C=CC(B3OC(C)(C)C(C)(C)O3)=CC=2)CC1(C)C.C([O-])(=O)C.[K+].C([O-])([O-])=O.[K+].[K+], predict the reaction product. The product is: [NH2:56][C:54]1[NH:53][N:52]=[C:51]([NH:50][C:43]2[CH:44]=[C:45]([C:46]([F:47])([F:48])[F:49])[C:40]([C:20]3[CH:21]=[CH:22][C:23]([O:37][CH3:38])=[C:24]([S:26]([NH:29][C@H:30]4[CH2:35][CH2:34][C@H:33]([OH:36])[CH2:32][CH2:31]4)(=[O:28])=[O:27])[CH:25]=3)=[C:41]([Cl:57])[CH:42]=2)[N:55]=1.